From a dataset of Reaction yield outcomes from USPTO patents with 853,638 reactions. Predict the reaction yield, written as a fraction of the theoretical maximum amount of product (1.0 means a 100% yield; for example, 0.34 means a 34% yield). (1) The reactants are [Cl:1][C:2]1[CH:23]=[C:22]([Cl:24])[CH:21]=[CH:20][C:3]=1[CH2:4][N:5]1[C:9](/[CH:10]=[CH:11]/[C:12]([OH:14])=O)=[CH:8][C:7]([O:15][CH2:16][CH2:17][O:18][CH3:19])=[N:6]1.[CH2:25]([S:30]([NH2:33])(=[O:32])=[O:31])[CH2:26][CH2:27][CH2:28][CH3:29].N12CCCN=C1CCCCC2. The catalyst is CN(C)C=O. The product is [Cl:1][C:2]1[CH:23]=[C:22]([Cl:24])[CH:21]=[CH:20][C:3]=1[CH2:4][N:5]1[C:9](/[CH:10]=[CH:11]/[C:12]([NH:33][S:30]([CH2:25][CH2:26][CH2:27][CH2:28][CH3:29])(=[O:32])=[O:31])=[O:14])=[CH:8][C:7]([O:15][CH2:16][CH2:17][O:18][CH3:19])=[N:6]1. The yield is 0.0400. (2) The reactants are [C:1]([O:5][C:6]([N:8]1[CH2:12][CH2:11][CH2:10][C@H:9]1[C:13]([OH:15])=O)=[O:7])([CH3:4])([CH3:3])[CH3:2].Cl.C(N=C=NCCCN(C)C)C.ON1C2C=CC=CC=2N=N1.[NH:38]([C:40]([O:42][CH2:43][C:44]1[CH:49]=[CH:48][CH:47]=[CH:46][CH:45]=1)=[O:41])[NH2:39]. The catalyst is C(N(CC)CC)C.C(Cl)Cl. The product is [CH2:43]([O:42][C:40]([NH:38][NH:39][C:13]([C@@H:9]1[CH2:10][CH2:11][CH2:12][N:8]1[C:6]([O:5][C:1]([CH3:2])([CH3:3])[CH3:4])=[O:7])=[O:15])=[O:41])[C:44]1[CH:49]=[CH:48][CH:47]=[CH:46][CH:45]=1. The yield is 0.816. (3) The reactants are [Cl-].O[NH3+:3].[C:4](=[O:7])([O-])[OH:5].[Na+].CS(C)=O.[CH2:13]([C:15]1[N:16]=[C:17]([CH2:48][CH2:49][CH3:50])[N:18]([CH2:33][C:34]2[CH:39]=[CH:38][C:37]([C:40]3[C:41]([C:46]#[N:47])=[CH:42][CH:43]=[CH:44][CH:45]=3)=[CH:36][CH:35]=2)[C:19](=[O:32])[C:20]=1[C:21]1[CH:26]=[CH:25][C:24]([O:27][CH:28]([CH3:30])[CH3:29])=[C:23]([F:31])[CH:22]=1)[CH3:14]. The catalyst is O. The product is [CH2:13]([C:15]1[N:16]=[C:17]([CH2:48][CH2:49][CH3:50])[N:18]([CH2:33][C:34]2[CH:35]=[CH:36][C:37]([C:40]3[CH:45]=[CH:44][CH:43]=[CH:42][C:41]=3[C:46]3[NH:3][C:4](=[O:7])[O:5][N:47]=3)=[CH:38][CH:39]=2)[C:19](=[O:32])[C:20]=1[C:21]1[CH:26]=[CH:25][C:24]([O:27][CH:28]([CH3:29])[CH3:30])=[C:23]([F:31])[CH:22]=1)[CH3:14]. The yield is 0.790.